From a dataset of Forward reaction prediction with 1.9M reactions from USPTO patents (1976-2016). Predict the product of the given reaction. (1) Given the reactants [C:1]1([C:7]2[CH:12]=[CH:11][N:10]=[C:9]([C:13]3[CH:25]=[CH:24][C:23]4[C:22]5[C:17](=[CH:18][CH:19]=[CH:20][CH:21]=5)[NH:16][C:15]=4[CH:14]=3)[CH:8]=2)[CH:6]=[CH:5][CH:4]=[CH:3][CH:2]=1.Br[C:27]1[CH:39]=[CH:38][C:37]2[C:36]3[C:31](=[CH:32][CH:33]=[CH:34][CH:35]=3)[N:30]([C:40]3[CH:45]=[C:44]([C:46]([CH3:49])([CH3:48])[CH3:47])[CH:43]=[CH:42][N:41]=3)[C:29]=2[CH:28]=1.CC(P(C(C)(C)C)C1C(C2C=CC=CC=2)=CC=CC=1)(C)C.CC([O-])(C)C.[Na+], predict the reaction product. The product is: [C:46]([C:44]1[CH:43]=[CH:42][N:41]=[C:40]([N:30]2[C:29]3[CH:28]=[C:27]([N:16]4[C:15]5[CH:14]=[C:13]([C:9]6[CH:8]=[C:7]([C:1]7[CH:2]=[CH:3][CH:4]=[CH:5][CH:6]=7)[CH:12]=[CH:11][N:10]=6)[CH:25]=[CH:24][C:23]=5[C:22]5[C:17]4=[CH:18][CH:19]=[CH:20][CH:21]=5)[CH:39]=[CH:38][C:37]=3[C:36]3[C:31]2=[CH:32][CH:33]=[CH:34][CH:35]=3)[CH:45]=1)([CH3:49])([CH3:47])[CH3:48]. (2) Given the reactants Br[CH2:2][CH2:3][CH2:4][CH2:5][CH2:6][Br:7].[C:8]1(=[O:18])[NH:12][C:11](=[O:13])[C:10]2=[CH:14][CH:15]=[CH:16][CH:17]=[C:9]12.[K], predict the reaction product. The product is: [Br:7][CH2:6][CH2:5][CH2:4][CH2:3][CH2:2][N:12]1[C:11](=[O:13])[C:10]2=[CH:14][CH:15]=[CH:16][CH:17]=[C:9]2[C:8]1=[O:18]. (3) Given the reactants [Cl:1][C:2]1[CH:7]=[CH:6][C:5]([O:8][CH3:9])=[CH:4][C:3]=1[F:10].C(NC(C)C)(C)C.[Li].CN(C)[CH:21]=[O:22].C(O)(=O)C, predict the reaction product. The product is: [Cl:1][C:2]1[C:3]([F:10])=[C:4]([C:5]([O:8][CH3:9])=[CH:6][CH:7]=1)[CH:21]=[O:22]. (4) Given the reactants [C:1]([O:5][C@@H:6]([C:12]1[C:13]([CH3:34])=[N:14][C:15]([CH3:33])=[C:16]([C:26]2[CH:31]=[CH:30][C:29](O)=[CH:28][CH:27]=2)[C:17]=1[N:18]1[CH2:23][CH2:22][C:21]([CH3:25])([CH3:24])[CH2:20][CH2:19]1)[C:7]([O:9]CC)=[O:8])([CH3:4])([CH3:3])[CH3:2].[Cl:35][C:36]1[CH:41]=[CH:40][C:39]([CH2:42][CH2:43][OH:44])=[CH:38][C:37]=1[F:45].C1C=CC(P(C2C=CC=CC=2)C2C=CC=CC=2)=CC=1.CCOC(/N=N/C(OCC)=O)=O.[OH-].[Na+], predict the reaction product. The product is: [C:1]([O:5][C@@H:6]([C:12]1[C:13]([CH3:34])=[N:14][C:15]([CH3:33])=[C:16]([C:26]2[CH:27]=[CH:28][C:29]([O:44][CH2:43][CH2:42][C:39]3[CH:40]=[CH:41][C:36]([Cl:35])=[C:37]([F:45])[CH:38]=3)=[CH:30][CH:31]=2)[C:17]=1[N:18]1[CH2:19][CH2:20][C:21]([CH3:25])([CH3:24])[CH2:22][CH2:23]1)[C:7]([OH:9])=[O:8])([CH3:4])([CH3:2])[CH3:3]. (5) Given the reactants Cl.[CH3:2][S:3]([NH:6][C:7]1[CH:15]=[C:14]2[C:10]([CH:11]=[C:12]([C:16]([OH:18])=O)[NH:13]2)=[CH:9][CH:8]=1)(=[O:5])=[O:4].[NH2:19][C:20]1[CH:21]=[C:22]([CH:31]=[CH:32][CH:33]=1)[C:23]([C:25]1[CH:30]=[CH:29][CH:28]=[CH:27][CH:26]=1)=[O:24].CN(C(ON1N=NC2C=CC=NC1=2)=[N+](C)C)C.F[P-](F)(F)(F)(F)F.CCN(C(C)C)C(C)C, predict the reaction product. The product is: [C:23]([C:22]1[CH:21]=[C:20]([NH:19][C:16]([C:12]2[NH:13][C:14]3[C:10]([CH:11]=2)=[CH:9][CH:8]=[C:7]([NH:6][S:3]([CH3:2])(=[O:4])=[O:5])[CH:15]=3)=[O:18])[CH:33]=[CH:32][CH:31]=1)(=[O:24])[C:25]1[CH:26]=[CH:27][CH:28]=[CH:29][CH:30]=1. (6) Given the reactants [CH3:1][O:2][C:3](=[O:28])[NH:4][C@@H:5]1[C@@H:9]([N:10]2C(=O)C3C(=CC=CC=3)C2=O)[CH2:8][N:7]([CH2:21][C:22]2[CH:27]=[CH:26][CH:25]=[CH:24][CH:23]=2)[CH2:6]1.NN, predict the reaction product. The product is: [CH3:1][O:2][C:3](=[O:28])[NH:4][C@@H:5]1[C@@H:9]([NH2:10])[CH2:8][N:7]([CH2:21][C:22]2[CH:27]=[CH:26][CH:25]=[CH:24][CH:23]=2)[CH2:6]1. (7) Given the reactants FC(F)(F)CO.Cl.O1CCOCC1.[CH3:14][O:15][C:16]1[CH:22]=[C:21]([N:23]2[CH2:28][CH2:27][CH:26]([N:29]3[CH2:34][CH2:33][N:32]([CH3:35])[CH2:31][CH2:30]3)[CH2:25][CH2:24]2)[CH:20]=[CH:19][C:17]=1[NH2:18].[Cl:36][C:37]1[N:42]=[C:41]([C:43]2[C:51]3[C:46](=[CH:47][CH:48]=[CH:49][CH:50]=3)[N:45]([CH3:52])[CH:44]=2)[C:40]([Cl:53])=[CH:39][N:38]=1, predict the reaction product. The product is: [ClH:36].[Cl:53][C:40]1[C:41]([C:43]2[C:51]3[C:46](=[CH:47][CH:48]=[CH:49][CH:50]=3)[N:45]([CH3:52])[CH:44]=2)=[N:42][C:37]([NH:18][C:17]2[CH:19]=[CH:20][C:21]([N:23]3[CH2:28][CH2:27][CH:26]([N:29]4[CH2:30][CH2:31][N:32]([CH3:35])[CH2:33][CH2:34]4)[CH2:25][CH2:24]3)=[CH:22][C:16]=2[O:15][CH3:14])=[N:38][CH:39]=1. (8) Given the reactants [CH2:1]([N:9]([CH2:19][C:20]([O:22]C)=[O:21])[C:10](=[O:18])[CH2:11][CH2:12][CH2:13][CH2:14][CH2:15][CH2:16][CH3:17])[CH2:2][CH2:3][CH2:4][CH2:5][CH2:6][CH2:7][CH3:8].[OH-].[Na+].Cl, predict the reaction product. The product is: [CH2:1]([N:9]([CH2:19][C:20]([OH:22])=[O:21])[C:10](=[O:18])[CH2:11][CH2:12][CH2:13][CH2:14][CH2:15][CH2:16][CH3:17])[CH2:2][CH2:3][CH2:4][CH2:5][CH2:6][CH2:7][CH3:8].